Task: Regression. Given a peptide amino acid sequence and an MHC pseudo amino acid sequence, predict their binding affinity value. This is MHC class II binding data.. Dataset: Peptide-MHC class II binding affinity with 134,281 pairs from IEDB (1) The peptide sequence is RPNSFWFVVVRAIASMIMYLV. The MHC is DRB1_0101 with pseudo-sequence DRB1_0101. The binding affinity (normalized) is 0.233. (2) The peptide sequence is AFKVAATAINAAPAN. The MHC is HLA-DPA10103-DPB10301 with pseudo-sequence HLA-DPA10103-DPB10301. The binding affinity (normalized) is 0.737. (3) The peptide sequence is WKKYFAATQFEPLAA. The MHC is HLA-DPA10103-DPB10401 with pseudo-sequence HLA-DPA10103-DPB10401. The binding affinity (normalized) is 0.935.